Dataset: Forward reaction prediction with 1.9M reactions from USPTO patents (1976-2016). Task: Predict the product of the given reaction. (1) Given the reactants Br[C:2]1[CH:3]=[C:4]2[C:10]([C:11]3[CH:16]=[CH:15][CH:14]=[CH:13][CH:12]=3)=[C:9]([C:17]3[CH:22]=[CH:21][C:20]([C:23]4([NH:27][C:28](=[O:34])[O:29][C:30]([CH3:33])([CH3:32])[CH3:31])[CH2:26][CH2:25][CH2:24]4)=[CH:19][CH:18]=3)[O:8][C:5]2=[N:6][CH:7]=1.[NH:35]1[CH2:40][CH2:39][O:38][CH2:37][CH2:36]1, predict the reaction product. The product is: [O:38]1[CH2:39][CH2:40][N:35]([C:2]2[CH:3]=[C:4]3[C:10]([C:11]4[CH:16]=[CH:15][CH:14]=[CH:13][CH:12]=4)=[C:9]([C:17]4[CH:22]=[CH:21][C:20]([C:23]5([NH:27][C:28](=[O:34])[O:29][C:30]([CH3:33])([CH3:32])[CH3:31])[CH2:26][CH2:25][CH2:24]5)=[CH:19][CH:18]=4)[O:8][C:5]3=[N:6][CH:7]=2)[CH2:36][CH2:37]1. (2) The product is: [CH2:29]([O:28][C:26]([CH:1]([C:14]([O:15][CH2:16][CH3:12])=[O:31])[C:2]1[C:11]2[C:6](=[CH:7][CH:8]=[CH:9][CH:10]=2)[N:5]=[CH:4][CH:3]=1)=[O:27])[CH3:30]. Given the reactants [CH3:1][C:2]1[C:11]2[C:6](=[CH:7][CH:8]=[CH:9][CH:10]=2)[N:5]=[CH:4][CH:3]=1.[CH2:12]1[CH2:16][O:15][CH2:14]C1.C([N-]C(C)C)(C)C.[Li+].Cl[C:26]([O:28][CH2:29][CH3:30])=[O:27].[OH2:31], predict the reaction product. (3) Given the reactants [CH2:1]([O:3][C:4](=[O:18])[CH:5]([C:13](=[O:17])[CH2:14][CH2:15][CH3:16])[CH:6](O)[C:7]([O:9][CH2:10][CH3:11])=[O:8])[CH3:2].C1(C)C=CC(S(O)(=O)=O)=CC=1, predict the reaction product. The product is: [CH2:1]([O:3][C:4](=[O:18])[C:5]([C:13](=[O:17])[CH2:14][CH2:15][CH3:16])=[CH:6][C:7]([O:9][CH2:10][CH3:11])=[O:8])[CH3:2]. (4) Given the reactants C(OC([N:8]1[CH2:12][CH2:11][CH2:10][C@H:9]1[CH2:13][O:14][C:15]1[CH:24]=[CH:23][C:18]([C:19]([O:21][CH3:22])=[O:20])=[CH:17][CH:16]=1)=O)(C)(C)C, predict the reaction product. The product is: [NH:8]1[CH2:12][CH2:11][CH2:10][C@H:9]1[CH2:13][O:14][C:15]1[CH:24]=[CH:23][C:18]([C:19]([O:21][CH3:22])=[O:20])=[CH:17][CH:16]=1. (5) Given the reactants [CH:1]([N:4]1[CH2:9][CH2:8][N:7]([CH2:10][CH2:11][O:12][C:13]2[CH:18]=[CH:17][N:16]3[C:19]([C:22]([O:24]CC)=[O:23])=[CH:20][N:21]=[C:15]3[CH:14]=2)[CH2:6][CH2:5]1)([CH3:3])[CH3:2].O.[OH-].[Li+:29].Cl, predict the reaction product. The product is: [CH:1]([N:4]1[CH2:9][CH2:8][N:7]([CH2:10][CH2:11][O:12][C:13]2[CH:18]=[CH:17][N:16]3[C:19]([C:22]([O-:24])=[O:23])=[CH:20][N:21]=[C:15]3[CH:14]=2)[CH2:6][CH2:5]1)([CH3:3])[CH3:2].[Li+:29]. (6) The product is: [CH3:32][O:31][C:22]1[C:21]([S:18](=[O:20])(=[O:19])[NH:14][CH2:13][CH2:12][C:11]2[CH:10]=[CH:9][C:8]([O:1][C:2]3[CH:3]=[CH:4][CH:5]=[CH:6][CH:7]=3)=[CH:16][CH:15]=2)=[CH:29][C:25]([C:26]([OH:28])=[O:27])=[C:24]([CH3:30])[CH:23]=1. Given the reactants [O:1]([C:8]1[CH:16]=[CH:15][C:11]([CH2:12][CH2:13][NH2:14])=[CH:10][CH:9]=1)[C:2]1[CH:7]=[CH:6][CH:5]=[CH:4][CH:3]=1.Cl[S:18]([C:21]1[C:22]([O:31][CH3:32])=[CH:23][C:24]([CH3:30])=[C:25]([CH:29]=1)[C:26]([OH:28])=[O:27])(=[O:20])=[O:19].N1C=CC=CC=1, predict the reaction product. (7) Given the reactants [Br:1][C:2]1[CH:8]=[C:7]([F:9])[CH:6]=[CH:5][C:3]=1[NH2:4].C(N(CC)CC)C.[CH3:17][S:18](Cl)(=[O:20])=[O:19].Cl, predict the reaction product. The product is: [Br:1][C:2]1[CH:8]=[C:7]([F:9])[CH:6]=[CH:5][C:3]=1[N:4]([S:18]([CH3:17])(=[O:20])=[O:19])[S:18]([CH3:17])(=[O:20])=[O:19].